This data is from Reaction yield outcomes from USPTO patents with 853,638 reactions. The task is: Predict the reaction yield, written as a fraction of the theoretical maximum amount of product (1.0 means a 100% yield; for example, 0.34 means a 34% yield). (1) The reactants are [O:1]1[CH2:6][CH2:5][CH2:4][CH2:3][CH:2]1[O:7][CH2:8][CH2:9][CH2:10][CH2:11][CH2:12][CH2:13][CH2:14][CH2:15]/[C:16](/[Sn](CCCC)(CCCC)CCCC)=[CH:17]\[C:18]([O:20][CH3:21])=[O:19]. The catalyst is Cl[Cu].CN(C=O)C. The product is [O:1]1[CH2:6][CH2:5][CH2:4][CH2:3][CH:2]1[O:7][CH2:8][CH2:9][CH2:10][CH2:11][CH2:12][CH2:13][CH2:14][CH2:15]/[C:16](/[C:16](/[CH2:15][CH2:14][CH2:13][CH2:12][CH2:11][CH2:10][CH2:9][CH2:8][O:7][CH:2]1[CH2:3][CH2:4][CH2:5][CH2:6][O:1]1)=[CH:17]/[C:18]([O:20][CH3:21])=[O:19])=[CH:17]\[C:18]([O:20][CH3:21])=[O:19]. The yield is 0.830. (2) The reactants are [CH3:1][O:2][CH2:3][CH2:4][CH2:5][N:6]1[CH2:11][CH2:10][N:9]2[N:12]=[C:13]([N+:15]([O-])=O)[CH:14]=[C:8]2[CH2:7]1.[H][H]. The catalyst is C(O)C.[Pd]. The product is [CH3:1][O:2][CH2:3][CH2:4][CH2:5][N:6]1[CH2:11][CH2:10][N:9]2[N:12]=[C:13]([NH2:15])[CH:14]=[C:8]2[CH2:7]1. The yield is 0.920. (3) The reactants are Cl[C:2]1[S:3][C:4]([CH3:7])=[CH:5][N:6]=1.CC1(C)C(C)(C)OB([C:16]2[CH:17]=[C:18]3[C:22](=[CH:23][CH:24]=2)[C:21](=[O:25])[CH2:20][CH2:19]3)O1.C(=O)([O-])[O-].[Na+].[Na+].C(OCC)(=O)C. The catalyst is O1CCOCC1.O.C1(P(C2C=CC=CC=2)C2C=CC=CC=2)C=CC=CC=1.C1(P(C2C=CC=CC=2)C2C=CC=CC=2)C=CC=CC=1.C1(P(C2C=CC=CC=2)C2C=CC=CC=2)C=CC=CC=1.C1(P(C2C=CC=CC=2)C2C=CC=CC=2)C=CC=CC=1.[Pd]. The yield is 0.350. The product is [CH3:7][C:4]1[S:3][C:2]([C:16]2[CH:17]=[C:18]3[C:22](=[CH:23][CH:24]=2)[C:21](=[O:25])[CH2:20][CH2:19]3)=[N:6][CH:5]=1. (4) The reactants are [C:1]([O:5][C:6]([NH:8][C@@H:9]([CH2:47][C:48]1[CH:53]=[CH:52][CH:51]=[CH:50][CH:49]=1)[C@@H:10]([O:39][Si](C(C)(C)C)(C)C)[CH2:11][C@@H:12]([NH:28][C:29](=[O:38])[O:30][CH2:31][C:32]1[CH:37]=[CH:36][CH:35]=[CH:34][CH:33]=1)[CH2:13][C:14]1[CH:19]=[CH:18][C:17]([C:20]2[CH:25]=[CH:24][CH:23]=[C:22]([O:26][CH3:27])[N:21]=2)=[CH:16][CH:15]=1)=O)([CH3:4])([CH3:3])[CH3:2].CCCC[N+](CCCC)(CCCC)CCCC.[F-]. The catalyst is C1COCC1. The product is [C:1]([O:5][CH2:6][NH:8][C@@H:9]([CH2:47][C:48]1[CH:53]=[CH:52][CH:51]=[CH:50][CH:49]=1)[C@@H:10]([OH:39])[CH2:11][C@@H:12]([NH:28][C:29](=[O:38])[O:30][CH2:31][C:32]1[CH:37]=[CH:36][CH:35]=[CH:34][CH:33]=1)[CH2:13][C:14]1[CH:19]=[CH:18][C:17]([C:20]2[CH:25]=[CH:24][CH:23]=[C:22]([O:26][CH3:27])[N:21]=2)=[CH:16][CH:15]=1)([CH3:4])([CH3:2])[CH3:3]. The yield is 0.310. (5) The reactants are [CH3:1][N:2]1[CH2:7][CH2:6][CH2:5][CH:4]([CH2:8][O:9][C:10]2[CH:15]=[CH:14][C:13]([NH2:16])=[CH:12][CH:11]=2)[CH2:3]1.[F:17][C:18]1[CH:26]=[C:25]2[C:21]([C:22](=[CH:28]O)[C:23](=[O:27])[NH:24]2)=[CH:20][CH:19]=1. No catalyst specified. The product is [F:17][C:18]1[CH:26]=[C:25]2[C:21]([C:22](=[CH:28][NH:16][C:13]3[CH:12]=[CH:11][C:10]([O:9][CH2:8][CH:4]4[CH2:5][CH2:6][CH2:7][N:2]([CH3:1])[CH2:3]4)=[CH:15][CH:14]=3)[C:23](=[O:27])[NH:24]2)=[CH:20][CH:19]=1. The yield is 0.550. (6) The reactants are [CH3:1][O:2][C:3](=[O:13])[C:4]1[CH:12]=[CH:11][CH:10]=[C:6]([C:7]([OH:9])=O)[CH:5]=1.CCN=C=NCCCN(C)C.Cl.C1C=CC2N(O)N=NC=2C=1.Cl.[NH2:37][CH2:38][C:39]([C:41]1[CH:46]=[CH:45][C:44]([O:47][CH3:48])=[CH:43][CH:42]=1)=[O:40].C(N(C(C)C)CC)(C)C. The catalyst is CN(C)C=O.O. The product is [CH3:1][O:2][C:3](=[O:13])[C:4]1[CH:12]=[CH:11][CH:10]=[C:6]([C:7]([NH:37][CH2:38][C:39]([C:41]2[CH:46]=[CH:45][C:44]([O:47][CH3:48])=[CH:43][CH:42]=2)=[O:40])=[O:9])[CH:5]=1. The yield is 0.690.